From a dataset of Forward reaction prediction with 1.9M reactions from USPTO patents (1976-2016). Predict the product of the given reaction. (1) Given the reactants C[O-].[Na+].[N+](C(C)C)([O-])=[O:5].[Br:10][C:11]1[C:12]([CH2:19]Br)=[N:13][C:14]([CH3:18])=[CH:15][C:16]=1[CH3:17], predict the reaction product. The product is: [Br:10][C:11]1[C:12]([CH:19]=[O:5])=[N:13][C:14]([CH3:18])=[CH:15][C:16]=1[CH3:17]. (2) Given the reactants [CH3:1][N:2]([C:19]1[CH:20]=[N:21][CH:22]=[CH:23][C:24]=1[C:25]1[CH:30]=[CH:29][CH:28]=[CH:27][CH:26]=1)[C:3](=[O:18])[C:4]1[CH:9]=[C:8]([C:10]([F:13])([F:12])[F:11])[CH:7]=[C:6](C(F)(F)F)[CH:5]=1.[CH3:31][S:32](C1C=C(C=C(C(F)(F)F)C=1)C(O)=O)(=[O:34])=[O:33], predict the reaction product. The product is: [CH3:31][S:32]([C:6]1[CH:5]=[C:4]([CH:9]=[C:8]([C:10]([F:13])([F:12])[F:11])[CH:7]=1)[C:3]([N:2]([CH3:1])[C:19]1[CH:20]=[N:21][CH:22]=[CH:23][C:24]=1[C:25]1[CH:30]=[CH:29][CH:28]=[CH:27][CH:26]=1)=[O:18])(=[O:34])=[O:33]. (3) Given the reactants [N:1]1([CH2:6][CH2:7][CH2:8][CH2:9][C:10]2[CH:25]=[CH:24][C:13]([O:14][CH2:15][C:16]3[O:17][CH:18]=[C:19]([C:21]([OH:23])=O)[N:20]=3)=[CH:12][CH:11]=2)[CH:5]=[CH:4][N:3]=[N:2]1.[C:26]([C:30]1[CH:35]=[CH:34][C:33]([NH2:36])=[CH:32][CH:31]=1)([CH3:29])([CH3:28])[CH3:27], predict the reaction product. The product is: [C:26]([C:30]1[CH:31]=[CH:32][C:33]([NH:36][C:21]([C:19]2[N:20]=[C:16]([CH2:15][O:14][C:13]3[CH:12]=[CH:11][C:10]([CH2:9][CH2:8][CH2:7][CH2:6][N:1]4[CH:5]=[CH:4][N:3]=[N:2]4)=[CH:25][CH:24]=3)[O:17][CH:18]=2)=[O:23])=[CH:34][CH:35]=1)([CH3:29])([CH3:27])[CH3:28].